From a dataset of Full USPTO retrosynthesis dataset with 1.9M reactions from patents (1976-2016). Predict the reactants needed to synthesize the given product. (1) Given the product [F:21][C:19]1[CH:18]=[C:17]2[C:12]([C:13](=[O:38])[NH:14][C:15]([C:22]3[CH:27]=[CH:26][CH:25]=[C:24]([C:28]4[CH:33]=[CH:32][C:31]([S:34]([CH3:37])(=[O:35])=[O:36])=[CH:30][CH:29]=4)[N:23]=3)=[N:16]2)=[C:11]([O:7][C@H:4]2[CH2:5][CH2:6][N:2]([CH3:1])[CH2:3]2)[CH:20]=1, predict the reactants needed to synthesize it. The reactants are: [CH3:1][N:2]1[CH2:6][CH2:5][C@H:4]([OH:7])[CH2:3]1.[H-].[Na+].F[C:11]1[CH:20]=[C:19]([F:21])[CH:18]=[C:17]2[C:12]=1[C:13](=[O:38])[NH:14][C:15]([C:22]1[CH:27]=[CH:26][CH:25]=[C:24]([C:28]3[CH:33]=[CH:32][C:31]([S:34]([CH3:37])(=[O:36])=[O:35])=[CH:30][CH:29]=3)[N:23]=1)=[N:16]2.Cl. (2) Given the product [C:39]([O:32][CH2:5][CH3:4])(=[O:41])[CH3:38].[CH3:46][CH2:45][CH2:44][CH:52]([CH3:57])[CH3:53], predict the reactants needed to synthesize it. The reactants are: [Br-].C1(=O)N(CCCCCC[P+](C2C=CC=CC=2)(C2C=CC=CC=2)C2C=CC=CC=2)[C:5](=[O:32])[C:4]2=CC=CC=C12.[CH3:38][C:39](C)([O-:41])C.[K+].[C:44]1([C:52]2[CH:57]=CC=C[CH:53]=2)C=CC(C=O)=[CH:46][CH:45]=1.O. (3) Given the product [CH3:18][S:19]([CH2:22][C:23]1[S:24][CH:2]=[C:3]([C:5]2[C:10](=[O:11])[NH:9][C:8]([CH3:12])=[C:7]([C:13]([O:15][CH2:16][CH3:17])=[O:14])[CH:6]=2)[N:25]=1)(=[O:21])=[O:20], predict the reactants needed to synthesize it. The reactants are: Br[CH2:2][C:3]([C:5]1[C:10](=[O:11])[NH:9][C:8]([CH3:12])=[C:7]([C:13]([O:15][CH2:16][CH3:17])=[O:14])[CH:6]=1)=O.[CH3:18][S:19]([CH2:22][C:23]([NH2:25])=[S:24])(=[O:21])=[O:20]. (4) Given the product [NH2:25][C:26]1[C:27]2[C:28](=[O:29])[N:38]([CH3:39])[CH2:37][CH2:36][O:35][C:31]=2[CH:32]=[CH:33][CH:34]=1, predict the reactants needed to synthesize it. The reactants are: CN(C(ON1N=NC2C=CC=NC1=2)=[N+](C)C)C.F[P-](F)(F)(F)(F)F.[NH2:25][C:26]1[CH:34]=[CH:33][CH:32]=[C:31]([O:35][CH2:36][CH2:37][NH:38][CH3:39])[C:27]=1[C:28](O)=[O:29].CCN(C(C)C)C(C)C. (5) The reactants are: O[CH2:2][CH2:3][CH2:4][C:5]1[CH:10]=[CH:9][C:8]([C:11]2[N:16]=[C:15]([C:17]#[N:18])[C:14]3[N:19]=[CH:20][N:21]([CH3:22])[C:13]=3[CH:12]=2)=[CH:7][C:6]=1[C:23]([F:26])([F:25])[F:24].C(Br)(Br)(Br)[Br:28].C1(P(C2C=CC=CC=2)C2C=CC=CC=2)C=CC=CC=1. Given the product [Br:28][CH2:2][CH2:3][CH2:4][C:5]1[CH:10]=[CH:9][C:8]([C:11]2[N:16]=[C:15]([C:17]#[N:18])[C:14]3[N:19]=[CH:20][N:21]([CH3:22])[C:13]=3[CH:12]=2)=[CH:7][C:6]=1[C:23]([F:26])([F:25])[F:24], predict the reactants needed to synthesize it. (6) The reactants are: C(CCC1C=CC([C:12]2[C:13]([CH3:43])([CH3:42])[C@H:14]3[C@:27]([CH3:30])([CH2:28][CH:29]=2)[C@@H:26]2[C@:17]([CH3:41])([C@@:18]4([CH3:40])[C@H:23]([CH2:24][CH2:25]2)[C@H:22]2[C@H:31]([C:34]([CH3:36])=[CH2:35])[CH2:32][CH2:33][C@:21]2([C:37]([OH:39])=[O:38])[CH2:20][CH2:19]4)[CH2:16][CH2:15]3)=CC=1)(O)=O.[N:44]1[NH:45][N:46]=[N:47][C:48]=1[C:49]1[CH:50]=[C:51](B(O)O)[CH:52]=[CH:53][CH:54]=1.B(O)O. Given the product [N:44]1[NH:45][N:46]=[N:47][C:48]=1[C:49]1[CH:50]=[C:51]([C:12]2[C:13]([CH3:43])([CH3:42])[C@H:14]3[C@:27]([CH3:30])([CH2:28][CH:29]=2)[C@@H:26]2[C@:17]([CH3:41])([C@@:18]4([CH3:40])[C@H:23]([CH2:24][CH2:25]2)[C@H:22]2[C@H:31]([C:34]([CH3:36])=[CH2:35])[CH2:32][CH2:33][C@:21]2([C:37]([OH:39])=[O:38])[CH2:20][CH2:19]4)[CH2:16][CH2:15]3)[CH:52]=[CH:53][CH:54]=1, predict the reactants needed to synthesize it. (7) Given the product [CH3:30][N:31]([CH3:33])/[CH:32]=[CH:2]/[C:1]([C:4]1[C:5](=[O:27])[O:6][C:7]2[C:12]([CH:13]=1)=[CH:11][CH:10]=[C:9]([N:14]1[CH2:15][CH2:16][N:17]([C:20]([O:22][C:23]([CH3:26])([CH3:25])[CH3:24])=[O:21])[CH2:18][CH2:19]1)[CH:8]=2)=[O:3], predict the reactants needed to synthesize it. The reactants are: [C:1]([C:4]1[C:5](=[O:27])[O:6][C:7]2[C:12]([CH:13]=1)=[CH:11][CH:10]=[C:9]([N:14]1[CH2:19][CH2:18][N:17]([C:20]([O:22][C:23]([CH3:26])([CH3:25])[CH3:24])=[O:21])[CH2:16][CH2:15]1)[CH:8]=2)(=[O:3])[CH3:2].CO[CH:30](OC)[N:31]([CH3:33])[CH3:32].